Dataset: Catalyst prediction with 721,799 reactions and 888 catalyst types from USPTO. Task: Predict which catalyst facilitates the given reaction. (1) Reactant: [Br:1][C:2]1[C:7]([CH3:8])=[CH:6][C:5]([S:9]C(=O)N(C)C)=[CH:4][C:3]=1[CH3:15].C[O-].[Na+].Cl. Product: [Br:1][C:2]1[C:7]([CH3:8])=[CH:6][C:5]([SH:9])=[CH:4][C:3]=1[CH3:15]. The catalyst class is: 125. (2) Reactant: Cl.[NH2:2][CH:3]([CH2:7][C:8]1[CH:13]=[CH:12][CH:11]=[CH:10][C:9]=1[Cl:14])[C:4]([OH:6])=O.C(N(CC)CC)C.[Cl:22][C:23]1[CH:34]=[C:27]2[C:28](OC(=O)[NH:32][C:26]2=[CH:25][CH:24]=1)=[O:29]. Product: [Cl:22][C:23]1[CH:24]=[CH:25][C:26]2[NH:32][C:4](=[O:6])[CH:3]([CH2:7][C:8]3[CH:13]=[CH:12][CH:11]=[CH:10][C:9]=3[Cl:14])[NH:2][C:28](=[O:29])[C:27]=2[CH:34]=1. The catalyst class is: 47. (3) Reactant: [Cl:1][C:2]1[CH:3]=[N:4][C:5]([CH3:19])=[C:6]([CH:18]=1)[C:7]([NH:9][C@H:10]1[CH2:15][CH2:14][C@H:13]([CH2:16][OH:17])[CH2:12][CH2:11]1)=[O:8].N1C=CC=CC=1.[S:26](Cl)([C:29]1[CH:35]=[CH:34][C:32]([CH3:33])=[CH:31][CH:30]=1)(=[O:28])=[O:27].CCCC(C)C. Product: [Cl:1][C:2]1[CH:18]=[C:6]([C:7]([NH:9][C@H:10]2[CH2:11][CH2:12][C@H:13]([CH2:16][O:17][S:26]([C:29]3[CH:35]=[CH:34][C:32]([CH3:33])=[CH:31][CH:30]=3)(=[O:28])=[O:27])[CH2:14][CH2:15]2)=[O:8])[C:5]([CH3:19])=[N:4][CH:3]=1. The catalyst class is: 91. (4) Reactant: CS(O[CH2:6][CH2:7][C:8]1[CH:13]=[C:12]([N+:14]([O-:16])=[O:15])[CH:11]=[CH:10][C:9]=1[CH3:17])(=O)=O.[Br-:18].[Li+]. Product: [Br:18][CH2:6][CH2:7][C:8]1[CH:13]=[C:12]([N+:14]([O-:16])=[O:15])[CH:11]=[CH:10][C:9]=1[CH3:17]. The catalyst class is: 21. (5) Reactant: [ClH:1].O1CCOCC1.[F:8][C:9]1[C:19]2[CH2:18][O:17][C:16]3[CH:20]=[CH:21][CH:22]=[CH:23][C:15]=3[N:14]([CH2:24][C@H:25]3[CH2:29][CH2:28][CH2:27][N:26]3[CH2:30][CH2:31][C:32]3[CH:37]=[CH:36][C:35]([N:38]([CH3:40])[CH3:39])=[CH:34][CH:33]=3)[C:13]=2[CH:12]=[CH:11][CH:10]=1. Product: [ClH:1].[ClH:1].[F:8][C:9]1[C:19]2[CH2:18][O:17][C:16]3[CH:20]=[CH:21][CH:22]=[CH:23][C:15]=3[N:14]([CH2:24][C@H:25]3[CH2:29][CH2:28][CH2:27][N:26]3[CH2:30][CH2:31][C:32]3[CH:33]=[CH:34][C:35]([N:38]([CH3:39])[CH3:40])=[CH:36][CH:37]=3)[C:13]=2[CH:12]=[CH:11][CH:10]=1. The catalyst class is: 4. (6) Reactant: S(S([O-])=O)([O-])=O.[Na+].[Na+].N.[C:10]([O:14][C:15]([N:17]1[CH2:22][CH2:21][CH2:20][C@@H:19]([CH2:23][NH:24][C:25]2[C:30]([N+:31]([O-])=O)=[CH:29][N:28]=[C:27]([NH:34][CH2:35][C:36]3[CH:41]=[CH:40][C:39]([F:42])=[C:38]([F:43])[CH:37]=3)[N:26]=2)[CH2:18]1)=[O:16])([CH3:13])([CH3:12])[CH3:11].C(OCC)(=O)C. Product: [F:43][C:38]1[CH:37]=[C:36]([CH:41]=[CH:40][C:39]=1[F:42])[CH2:35][NH:34][C:27]1[N:26]=[C:25]([NH:24][CH2:23][C@@H:19]2[CH2:20][CH2:21][CH2:22][N:17]([C:15]([O:14][C:10]([CH3:11])([CH3:12])[CH3:13])=[O:16])[CH2:18]2)[C:30]([NH2:31])=[CH:29][N:28]=1. The catalyst class is: 127.